Dataset: Catalyst prediction with 721,799 reactions and 888 catalyst types from USPTO. Task: Predict which catalyst facilitates the given reaction. (1) Reactant: [CH:1]1([N:4]([CH3:17])[C:5]2[CH:10]=[CH:9][CH:8]=[C:7]([C:11]#[C:12][Si](C)(C)C)[CH:6]=2)[CH2:3][CH2:2]1.C(=O)([O-])[O-].[K+].[K+]. Product: [CH:1]1([N:4]([C:5]2[CH:10]=[CH:9][CH:8]=[C:7]([C:11]#[CH:12])[CH:6]=2)[CH3:17])[CH2:2][CH2:3]1. The catalyst class is: 5. (2) Reactant: Br[CH2:2][C:3]([O:5][CH2:6][CH3:7])=[O:4].[CH:8]([NH2:12])([CH2:10][CH3:11])[CH3:9]. Product: [CH2:6]([O:5][C:3](=[O:4])[CH2:2][NH:12][CH:8]([CH2:10][CH3:11])[CH3:9])[CH3:7]. The catalyst class is: 7.